This data is from Reaction yield outcomes from USPTO patents with 853,638 reactions. The task is: Predict the reaction yield, written as a fraction of the theoretical maximum amount of product (1.0 means a 100% yield; for example, 0.34 means a 34% yield). (1) The catalyst is C(OCC)(=O)C. The reactants are [Cl:1][C:2]1[C:3]([O:12][C:13]2[CH:18]=[C:17]([O:19][CH2:20][CH2:21][O:22][CH3:23])[CH:16]=[CH:15][C:14]=2[CH2:24][CH2:25][CH2:26][NH2:27])=[N:4][CH:5]=[C:6]([C:8]([F:11])([F:10])[F:9])[CH:7]=1.N1C=CC=CC=1.[C:34]1([CH2:40][S:41](Cl)(=[O:43])=[O:42])[CH:39]=[CH:38][CH:37]=[CH:36][CH:35]=1.Cl. The yield is 0.190. The product is [Cl:1][C:2]1[C:3]([O:12][C:13]2[CH:18]=[C:17]([O:19][CH2:20][CH2:21][O:22][CH3:23])[CH:16]=[CH:15][C:14]=2[CH2:24][CH2:25][CH2:26][NH:27][S:41]([CH2:40][C:34]2[CH:39]=[CH:38][CH:37]=[CH:36][CH:35]=2)(=[O:43])=[O:42])=[N:4][CH:5]=[C:6]([C:8]([F:9])([F:11])[F:10])[CH:7]=1. (2) The reactants are [NH2:1][C:2]1[C:6]([Br:7])=[C:5]([C:8]2[CH:13]=[CH:12][CH:11]=[CH:10][CH:9]=2)[S:4][C:3]=1[C:14]([O:16]C)=O.[Cl:18][CH2:19][C:20]#[N:21]. The catalyst is Cl.O1CCOCC1. The product is [Br:7][C:6]1[C:2]2[N:1]=[C:20]([CH2:19][Cl:18])[NH:21][C:14](=[O:16])[C:3]=2[S:4][C:5]=1[C:8]1[CH:9]=[CH:10][CH:11]=[CH:12][CH:13]=1. The yield is 0.590. (3) The product is [OH:13][C:7]1[C:6]2[C:10](=[CH:11][CH:12]=[C:4]([N+:1]([O-:3])=[O:2])[CH:5]=2)[N:9]([C:14]([O:15][CH2:16][CH3:17])=[O:18])[N:8]=1. The catalyst is N1C=CC=CC=1. The reactants are [N+:1]([C:4]1[CH:5]=[C:6]2[C:10](=[CH:11][CH:12]=1)[NH:9][N:8]=[C:7]2[OH:13])([O-:3])=[O:2].[C:14](Cl)(=[O:18])[O:15][CH2:16][CH3:17]. The yield is 0.850. (4) The reactants are [O:1]1[C@@H:7]2[C@@H:2]1[C:3]([CH3:18])([CH3:17])[O:4][C:5]1[CH:11]=[C:10]([N+:12]([O-:14])=[O:13])[C:9]([O:15][CH3:16])=[CH:8][C:6]=12.Cl([O-])(=O)(=O)=O.[Li+].[Cl-].[NH4+:26]. The product is [CH3:16][O:15][C:9]1[C:10]([N+:12]([O-:14])=[O:13])=[CH:11][C:5]2[O:4][C:3]([CH3:18])([CH3:17])[C@H:2]([OH:1])[C@@H:7]([NH:26][CH2:2][CH2:7][C:6]3[CH:8]=[CH:9][CH:10]=[CH:11][CH:5]=3)[C:6]=2[CH:8]=1. The catalyst is O1CCOCC1. The yield is 1.00.